Dataset: Forward reaction prediction with 1.9M reactions from USPTO patents (1976-2016). Task: Predict the product of the given reaction. (1) The product is: [CH2:25]([O:14][C:11]1[CH:12]=[CH:13][C:8]([CH2:7][C:6]2[CH:15]=[C:2]([Br:1])[CH:3]=[CH:4][C:5]=2[Cl:16])=[CH:9][CH:10]=1)[CH:24]=[CH2:23]. Given the reactants [Br:1][C:2]1[CH:3]=[CH:4][C:5]([Cl:16])=[C:6]([CH:15]=1)[CH2:7][C:8]1[CH:13]=[CH:12][C:11]([OH:14])=[CH:10][CH:9]=1.C([O-])([O-])=O.[Cs+].[Cs+].[CH2:23](Br)[CH:24]=[CH2:25], predict the reaction product. (2) Given the reactants C(Cl)(=O)C([Cl:4])=O.[Cl:7][C:8]1[CH:16]=[C:15]([O:17][CH2:18][C@@H:19]2[CH2:24][N:23]([CH3:25])[C:22]3[CH:26]=[CH:27][CH:28]=[CH:29][C:21]=3[O:20]2)[CH:14]=[CH:13][C:9]=1[C:10](O)=[O:11].OC1C=CC(C(OC)=O)=C(Cl)C=1, predict the reaction product. The product is: [Cl:7][C:8]1[CH:16]=[C:15]([O:17][CH2:18][C@@H:19]2[CH2:24][N:23]([CH3:25])[C:22]3[CH:26]=[CH:27][CH:28]=[CH:29][C:21]=3[O:20]2)[CH:14]=[CH:13][C:9]=1[C:10]([Cl:4])=[O:11]. (3) Given the reactants [CH3:1][C:2]1[S:3][CH:4]=[C:5]([C:7]2[CH:11]=[C:10]([C:12]([OH:14])=O)[NH:9][N:8]=2)[N:6]=1.[NH2:15][C@@H:16]([CH3:32])[CH2:17][N:18]1[CH:22]=[CH:21][C:20]([C:23]2[CH:30]=[CH:29][C:26]([C:27]#[N:28])=[C:25]([Cl:31])[CH:24]=2)=[N:19]1, predict the reaction product. The product is: [Cl:31][C:25]1[CH:24]=[C:23]([C:20]2[CH:21]=[CH:22][N:18]([CH2:17][C@@H:16]([NH:15][C:12]([C:10]3[CH:11]=[C:7]([C:5]4[N:6]=[C:2]([CH3:1])[S:3][CH:4]=4)[NH:8][N:9]=3)=[O:14])[CH3:32])[N:19]=2)[CH:30]=[CH:29][C:26]=1[C:27]#[N:28]. (4) The product is: [NH3:5].[Br:18][C:16]1[CH:15]=[CH:14][N:13]([CH2:9][C:4]2[C:3]([O:2][CH3:1])=[CH:8][CH:7]=[CH:6][N:5]=2)[C:12](=[O:11])[CH:17]=1. Given the reactants [CH3:1][O:2][C:3]1[C:4]([CH2:9]O)=[N:5][CH:6]=[CH:7][CH:8]=1.[OH:11][C:12]1[CH:17]=[C:16]([Br:18])[CH:15]=[CH:14][N:13]=1.C1(P(C2C=CC=CC=2)C2C=CC=CC=2)C=CC=CC=1.N(C(OCC)=O)=NC(OCC)=O.C(=O)([O-])O.[Na+], predict the reaction product. (5) Given the reactants Cl[C:2]1[C:7]2[S:8][C:9]3[N:10]=[C:11]([CH2:21][CH:22]([CH3:24])[CH3:23])[C:12]4[CH2:13][CH2:14][C:15]([CH3:20])([CH3:19])[CH2:16][C:17]=4[C:18]=3[C:6]=2[N:5]=[CH:4][N:3]=1.[N:25]1([CH2:31][CH2:32][NH2:33])[CH2:30][CH2:29][O:28][CH2:27][CH2:26]1, predict the reaction product. The product is: [CH2:21]([C:11]1[C:12]2[CH2:13][CH2:14][C:15]([CH3:19])([CH3:20])[CH2:16][C:17]=2[C:18]2[C:6]3[C:7](=[C:2]([NH:33][CH2:32][CH2:31][N:25]4[CH2:30][CH2:29][O:28][CH2:27][CH2:26]4)[N:3]=[CH:4][N:5]=3)[S:8][C:9]=2[N:10]=1)[CH:22]([CH3:23])[CH3:24]. (6) Given the reactants [N+:1]([C:4]1[CH:43]=[CH:42][C:7]([O:8][CH2:9][CH2:10][CH2:11][CH2:12][Si:13]([CH3:41])([CH3:40])[O:14][Si:15]([CH3:39])([CH3:38])O[Si:15]([CH3:38])([CH3:39])[O:14][Si:13]([CH2:12][CH2:11][CH2:10][CH2:9][O:8][C:7]2[CH:6]=[CH:5][C:4]([N+:1]([O-:3])=[O:2])=[CH:43][CH:42]=2)([CH3:40])[CH3:41])=[CH:6][CH:5]=1)([O-:3])=[O:2].[CH2:44]([O:48][C:49]1[CH:54]=[CH:53][C:52]([N+:55]([O-:57])=[O:56])=[CH:51][CH:50]=1)[CH2:45][CH:46]=[CH2:47].C[SiH](C)O[SiH](C)C, predict the reaction product. The product is: [N+:55]([C:52]1[CH:53]=[CH:54][C:49]([O:48][CH2:44][CH2:45][CH2:46][CH2:47][Si:15]([CH3:39])([CH3:38])[O:14][Si:13]([CH2:12][CH2:11][CH2:10][CH2:9][O:8][C:7]2[CH:6]=[CH:5][C:4]([N+:1]([O-:3])=[O:2])=[CH:43][CH:42]=2)([CH3:41])[CH3:40])=[CH:50][CH:51]=1)([O-:57])=[O:56]. (7) Given the reactants [CH3:1][C:2]1[C:6]([CH2:7][OH:8])=[CH:5][N:4]([C:9]2[CH:14]=[CH:13][C:12]([C:15]([F:18])([F:17])[F:16])=[CH:11][N:10]=2)[N:3]=1.O[C:20]1[CH:25]=[CH:24][C:23]([CH2:26][CH2:27][C:28]([O:30]CC)=[O:29])=[C:22]([CH3:33])[CH:21]=1.C1(P(C2C=CC=CC=2)C2C=CC=CC=2)C=CC=CC=1.N(C(OCC)=O)=NC(OCC)=O, predict the reaction product. The product is: [CH3:33][C:22]1[CH:21]=[C:20]([O:8][CH2:7][C:6]2[C:2]([CH3:1])=[N:3][N:4]([C:9]3[CH:14]=[CH:13][C:12]([C:15]([F:18])([F:16])[F:17])=[CH:11][N:10]=3)[CH:5]=2)[CH:25]=[CH:24][C:23]=1[CH2:26][CH2:27][C:28]([OH:30])=[O:29].